Dataset: Reaction yield outcomes from USPTO patents with 853,638 reactions. Task: Predict the reaction yield, written as a fraction of the theoretical maximum amount of product (1.0 means a 100% yield; for example, 0.34 means a 34% yield). (1) The reactants are [F:1][C:2]1[CH:10]=[C:9]2[C:5]([C:6]([C:12]3[N:13]=[C:14]4[C:20]([C:21]([NH:23][CH:24]([C@H:26]5[CH2:29][C@H:28](OS(C)(=O)=O)[CH2:27]5)[CH3:25])=[O:22])=[CH:19][N:18]([CH2:35][O:36][CH2:37][CH2:38][Si:39]([CH3:42])([CH3:41])[CH3:40])[C:15]4=[N:16][CH:17]=3)=[N:7][N:8]2[CH3:11])=[CH:4][CH:3]=1.[C-:43]#[N:44].[K+].C1OCCOCCOCCOCCOCCOC1. The catalyst is CS(C)=O. The product is [C:43]([C@@H:28]1[CH2:29][C@H:26]([CH:24]([NH:23][C:21]([C:20]2[C:14]3[C:15](=[N:16][CH:17]=[C:12]([C:6]4[C:5]5[C:9](=[CH:10][C:2]([F:1])=[CH:3][CH:4]=5)[N:8]([CH3:11])[N:7]=4)[N:13]=3)[N:18]([CH2:35][O:36][CH2:37][CH2:38][Si:39]([CH3:42])([CH3:40])[CH3:41])[CH:19]=2)=[O:22])[CH3:25])[CH2:27]1)#[N:44]. The yield is 0.400. (2) The reactants are N1([C:6]([C:8]2[C:9]([CH3:16])=[C:10]([CH:14]=O)[NH:11][C:12]=2[CH3:13])=[O:7])C=CN=C1.[NH2:17][CH2:18][C@H:19]([OH:27])[CH2:20][N:21]1[CH2:26][CH2:25][O:24][CH2:23][CH2:22]1.[Cl:28][C:29]1[CH:30]=[C:31]2[C:35](=[CH:36][CH:37]=1)[NH:34][C:33](=[O:38])[CH2:32]2.C1COCC1. The catalyst is C(N(CC)CC)C. The product is [Cl:28][C:29]1[CH:30]=[C:31]2[C:35](=[CH:36][CH:37]=1)[NH:34][C:33](=[O:38])/[C:32]/2=[CH:14]\[C:10]1[NH:11][C:12]([CH3:13])=[C:8]([C:6]([NH:17][CH2:18][C@H:19]([OH:27])[CH2:20][N:21]2[CH2:22][CH2:23][O:24][CH2:25][CH2:26]2)=[O:7])[C:9]=1[CH3:16]. The yield is 0.380. (3) The reactants are [CH2:1]([O:8][C:9]([N:11]1[CH2:16][CH2:15][CH:14]([C:17]2[NH:18][C:19]([CH:22]3[CH2:26][CH2:25][CH2:24][N:23]3[C:27]([O:29][C:30]([CH3:33])([CH3:32])[CH3:31])=[O:28])=[N:20][CH:21]=2)[CH2:13][CH2:12]1)=[O:10])[C:2]1[CH:7]=[CH:6][CH:5]=[CH:4][CH:3]=1.[H-].[Na+].[CH3:36][Si:37]([CH2:40][CH2:41][O:42][CH2:43]Cl)([CH3:39])[CH3:38]. The catalyst is CN(C=O)C.[NH4+].[Cl-].CCOC(C)=O. The product is [CH2:1]([O:8][C:9]([N:11]1[CH2:12][CH2:13][CH:14]([C:17]2[N:18]([CH2:43][O:42][CH2:41][CH2:40][Si:37]([CH3:39])([CH3:38])[CH3:36])[C:19]([CH:22]3[CH2:26][CH2:25][CH2:24][N:23]3[C:27]([O:29][C:30]([CH3:33])([CH3:32])[CH3:31])=[O:28])=[N:20][CH:21]=2)[CH2:15][CH2:16]1)=[O:10])[C:2]1[CH:3]=[CH:4][CH:5]=[CH:6][CH:7]=1. The yield is 0.320.